From a dataset of Catalyst prediction with 721,799 reactions and 888 catalyst types from USPTO. Predict which catalyst facilitates the given reaction. (1) Reactant: CS([O:5][CH2:6][CH2:7][CH2:8][C:9]1[CH:14]=[CH:13][CH:12]=[C:11]([O:15]S(C)(=O)=O)[CH:10]=1)(=O)=O.OC1C=C(CCC(O)=O)C=CC=1.O. Product: [OH:5][CH2:6][CH2:7][CH2:8][C:9]1[CH:10]=[C:11]([OH:15])[CH:12]=[CH:13][CH:14]=1. The catalyst class is: 1. (2) Reactant: [OH:1][CH2:2][CH2:3][O:4][C:5]1[N:10]=[C:9]([C:11]2[N:16]=[CH:15][CH:14]=[CH:13][N:12]=2)[N:8]=[C:7]([NH:17][S:18]([CH2:21][CH3:22])(=[O:20])=[O:19])[C:6]=1[O:23][C:24]1[CH:29]=[CH:28][CH:27]=[CH:26][C:25]=1[O:30][CH3:31].[H-].[Na+].Cl[C:35]1[N:40]=[CH:39][C:38]([O:41][CH3:42])=[CH:37][N:36]=1.C(O)(=O)CC(CC(O)=O)(C(O)=O)O. Product: [CH3:42][O:41][C:38]1[CH:37]=[N:36][C:35]([O:1][CH2:2][CH2:3][O:4][C:5]2[N:10]=[C:9]([C:11]3[N:16]=[CH:15][CH:14]=[CH:13][N:12]=3)[N:8]=[C:7]([NH:17][S:18]([CH2:21][CH3:22])(=[O:20])=[O:19])[C:6]=2[O:23][C:24]2[CH:29]=[CH:28][CH:27]=[CH:26][C:25]=2[O:30][CH3:31])=[N:40][CH:39]=1. The catalyst class is: 1. (3) Reactant: FC(F)(F)C(O)=O.[Br:8][C:9]1[CH:10]=[C:11]2[C:16](=[CH:17][CH:18]=1)[N:15]=[C:14](I)[N:13]=[CH:12]2.[N:20]1([CH2:26][CH2:27][CH2:28][O:29][C:30]2[CH:35]=[CH:34][C:33]([NH2:36])=[CH:32][CH:31]=2)[CH2:25][CH2:24][CH2:23][CH2:22][CH2:21]1. Product: [Br:8][C:9]1[CH:10]=[C:11]2[C:16](=[CH:17][CH:18]=1)[N:15]=[C:14]([NH:36][C:33]1[CH:34]=[CH:35][C:30]([O:29][CH2:28][CH2:27][CH2:26][N:20]3[CH2:25][CH2:24][CH2:23][CH2:22][CH2:21]3)=[CH:31][CH:32]=1)[N:13]=[CH:12]2. The catalyst class is: 41. (4) Reactant: [Cl:1][C:2]1[CH:3]=[CH:4][C:5]2[O:9][C:8]([CH:10](O)[CH2:11][CH:12]([CH3:14])[CH3:13])=[C:7]([CH3:16])[C:6]=2[CH:17]=1.S(Cl)([Cl:20])=O.C(=O)([O-])O.[Na+]. Product: [Cl:1][C:2]1[CH:3]=[CH:4][C:5]2[O:9][C:8]([CH:10]([Cl:20])[CH2:11][CH:12]([CH3:14])[CH3:13])=[C:7]([CH3:16])[C:6]=2[CH:17]=1. The catalyst class is: 11.